The task is: Predict the reaction yield, written as a fraction of the theoretical maximum amount of product (1.0 means a 100% yield; for example, 0.34 means a 34% yield).. This data is from Reaction yield outcomes from USPTO patents with 853,638 reactions. (1) The yield is 0.332. The reactants are [Br:1][C:2]1[CH:10]=[C:6]([C:7]([OH:9])=O)[C:5]([OH:11])=[CH:4][CH:3]=1.[NH2:12][C:13]1[S:14][C:15]([C:22]2[CH:27]=[CH:26][CH:25]=[CH:24][CH:23]=2)=[C:16]([C:18]([F:21])([F:20])[F:19])[N:17]=1. No catalyst specified. The product is [Br:1][C:2]1[CH:3]=[CH:4][C:5]([OH:11])=[C:6]([CH:10]=1)[C:7]([NH:12][C:13]1[S:14][C:15]([C:22]2[CH:23]=[CH:24][CH:25]=[CH:26][CH:27]=2)=[C:16]([C:18]([F:21])([F:19])[F:20])[N:17]=1)=[O:9]. (2) The yield is 0.630. The product is [Br:1][C:2]1[N:7]=[C:6]([CH:8]=[O:9])[CH:5]=[CH:4][C:3]=1[O:10][CH3:11]. The reactants are [Br:1][C:2]1[N:7]=[C:6]([CH2:8][OH:9])[CH:5]=[CH:4][C:3]=1[O:10][CH3:11]. The catalyst is ClCCl.O=[Mn]=O. (3) The reactants are C(OC([C@H:8]1[NH:13][C:12]([CH3:17])([C:14]([OH:16])=O)[CH2:11][C:10](=[O:18])[N:9]1[CH3:19])=O)(C)(C)C.C[N:21](C(ON1N=NC2C=CC=CC1=2)=[N+](C)C)C.[B-](F)(F)(F)F.C1C=CC2N(O)N=NC=2C=1.CCN(C(C)C)C(C)C.O[N:62]=[C:63]([NH2:74])[C:64]1[CH:69]=[CH:68][CH:67]=[C:66]([C:70]([F:73])([F:72])[F:71])[CH:65]=1.CCCC[N+](CCCC)(CCCC)CCCC.[F-]. The catalyst is CN(C=O)C.CCOC(C)=O. The product is [NH:21]=[C:8]1[N:9]([CH3:19])[C:10](=[O:18])[CH2:11][C@@:12]([CH3:17])([C:14]2[O:16][N:74]=[C:63]([C:64]3[CH:69]=[CH:68][CH:67]=[C:66]([C:70]([F:73])([F:72])[F:71])[CH:65]=3)[N:62]=2)[NH:13]1. The yield is 0.260. (4) The reactants are [Cl:1][C:2]1[CH:7]=[C:6]([Cl:8])[CH:5]=[CH:4][C:3]=1[CH2:9][N:10]1[C:15](=[O:16])[C:14]([C:17]([NH:19][CH2:20][C:21]([O:23]CC)=[O:22])=[O:18])=[C:13]([OH:26])[C:12]([C:27]([O:29]C)=O)=[C:11]1[OH:31].[CH:32]([NH2:35])([CH3:34])[CH3:33]. The catalyst is C(Cl)(Cl)Cl. The product is [Cl:1][C:2]1[CH:7]=[C:6]([Cl:8])[CH:5]=[CH:4][C:3]=1[CH2:9][N:10]1[C:11]([OH:31])=[C:12]([C:27]([NH:35][CH:32]([CH3:34])[CH3:33])=[O:29])[C:13]([OH:26])=[C:14]([C:17]([NH:19][CH2:20][C:21]([OH:23])=[O:22])=[O:18])[C:15]1=[O:16]. The yield is 0.750. (5) The reactants are [CH3:1][C:2]1[CH:7]=[CH:6][C:5]([NH:8][C:9]([O:11][CH2:12][C:13]2[CH:18]=[CH:17][CH:16]=[CH:15][CH:14]=2)=[O:10])=[CH:4][C:3]=1[CH:19]1[CH2:24][CH2:23][NH:22][CH2:21][CH2:20]1.[CH3:25][O:26][C:27]1[CH:32]=[CH:31][C:30]([S:33][C:34]2[CH:41]=[CH:40][C:37]([CH:38]=O)=[CH:36][CH:35]=2)=[CH:29][CH:28]=1.ClC(Cl)C.C(O)(=O)C.[Na].C([O-])(O)=O.[Na+]. The catalyst is C1CCCCC1.CCOC(C)=O.C(Cl)Cl. The product is [CH3:25][O:26][C:27]1[CH:28]=[CH:29][C:30]([S:33][C:34]2[CH:41]=[CH:40][C:37]([CH2:38][N:22]3[CH2:21][CH2:20][CH:19]([C:3]4[CH:4]=[C:5]([NH:8][C:9]([O:11][CH2:12][C:13]5[CH:18]=[CH:17][CH:16]=[CH:15][CH:14]=5)=[O:10])[CH:6]=[CH:7][C:2]=4[CH3:1])[CH2:24][CH2:23]3)=[CH:36][CH:35]=2)=[CH:31][CH:32]=1. The yield is 0.880. (6) The reactants are [Cl:1][C:2]1[CH:3]=[C:4]([C:9]2([C:25]([F:28])([F:27])[F:26])[S:13][N:12]=[C:11]([C:14]3[CH:19]=[CH:18][C:17]([CH2:20][NH:21][CH2:22][CH3:23])=[C:16]([CH3:24])[CH:15]=3)[CH2:10]2)[CH:5]=[C:6]([Cl:8])[CH:7]=1.[CH2:29]([S:31][CH2:32][C:33]([OH:35])=O)[CH3:30].F[P-](F)(F)(F)(F)F.Br[P+](N1CCCC1)(N1CCCC1)N1CCCC1.C(N(CC)C(C)C)(C)C. The catalyst is C(Cl)Cl. The product is [Cl:1][C:2]1[CH:3]=[C:4]([C:9]2([C:25]([F:27])([F:26])[F:28])[S:13][N:12]=[C:11]([C:14]3[CH:19]=[CH:18][C:17]([CH2:20][N:21]([CH2:22][CH3:23])[C:33](=[O:35])[CH2:32][S:31][CH2:29][CH3:30])=[C:16]([CH3:24])[CH:15]=3)[CH2:10]2)[CH:5]=[C:6]([Cl:8])[CH:7]=1. The yield is 0.900. (7) The reactants are I[C:2]1[CH:7]=[CH:6][C:5]([S:8]([NH:11][C:12]2[S:13][CH:14]=[CH:15][N:16]=2)(=[O:10])=[O:9])=[CH:4][CH:3]=1.[CH2:17]1[C:25]2[C:20](=[CH:21][CH:22]=[CH:23][CH:24]=2)[CH2:19][CH:18]1[N:26]1[CH2:30][CH2:29][NH:28][C:27]1=[O:31].C(=O)([O-])[O-].[K+].[K+]. The catalyst is [Cu]I.CN1C(=O)CCC1. The product is [CH2:19]1[C:20]2[C:25](=[CH:24][CH:23]=[CH:22][CH:21]=2)[CH2:17][CH:18]1[N:26]1[CH2:30][CH2:29][N:28]([C:2]2[CH:7]=[CH:6][C:5]([S:8]([NH:11][C:12]3[S:13][CH:14]=[CH:15][N:16]=3)(=[O:10])=[O:9])=[CH:4][CH:3]=2)[C:27]1=[O:31]. The yield is 0.100. (8) The reactants are [CH2:1]([N:8]1C(=O)[O:11][N:10]=[C:9]1[C:14]1[C:18]([NH:19][CH2:20][C:21]2[CH:26]=[CH:25][CH:24]=[CH:23][CH:22]=2)=[N:17][O:16][N:15]=1)[C:2]1[CH:7]=[CH:6][CH:5]=[CH:4][CH:3]=1.[OH-].[Na+]. The product is [CH2:1]([NH:8][C:9]([C:14]1[C:18]([NH:19][CH2:20][C:21]2[CH:26]=[CH:25][CH:24]=[CH:23][CH:22]=2)=[N:17][O:16][N:15]=1)=[N:10][OH:11])[C:2]1[CH:3]=[CH:4][CH:5]=[CH:6][CH:7]=1. The catalyst is C(O)C.O. The yield is 0.900. (9) The reactants are [CH2:1]([C:3]([C:6]1[CH:11]=[CH:10][C:9]([F:12])=[CH:8][CH:7]=1)=[CH:4][CH3:5])[CH3:2].[Li]CCCC.CN([CH:21]=[O:22])C. The catalyst is C1COCC1. The product is [CH2:4]([C:3]([C:6]1[CH:11]=[CH:10][C:9]([F:12])=[C:8]([CH:7]=1)[CH:21]=[O:22])=[CH:1][CH3:2])[CH3:5]. The yield is 0.490.